From a dataset of Reaction yield outcomes from USPTO patents with 853,638 reactions. Predict the reaction yield, written as a fraction of the theoretical maximum amount of product (1.0 means a 100% yield; for example, 0.34 means a 34% yield). (1) The reactants are [CH3:1][C:2]([C@@H:4]1[C@@:8]2([CH3:26])[CH2:9][CH2:10][C@@H:11]3[C@@:16]4([CH3:25])[CH2:17][CH2:18][C@H:19]([O:21][C:22]([CH3:24])=[O:23])[CH2:20][C:15]4=[CH:14][CH2:13][C@H:12]3[C@@H:7]2[CH2:6][CH2:5]1)=[O:3].C1(C)C=CC(S([O-])(=O)=O)=CC=1.[NH+]1C=CC=CC=1.[CH2:44](O)[CH2:45][OH:46]. The catalyst is C1C=CC=CC=1.C(OCC)C. The product is [C:22]([O:21][C@@H:19]1[CH2:20][C:15]2[C@@:16]([CH3:25])([C@@H:11]3[C@@H:12]([CH2:13][CH:14]=2)[C@H:7]2[C@@:8]([CH3:26])([C@@H:4]([C:2]4([CH3:1])[O:46][CH2:45][CH2:44][O:3]4)[CH2:5][CH2:6]2)[CH2:9][CH2:10]3)[CH2:17][CH2:18]1)(=[O:23])[CH3:24]. The yield is 0.780. (2) The reactants are Br[C:2]1[CH:7]=[CH:6][C:5]([Br:8])=[CH:4][N:3]=1.[CH2:9]([CH:16]1[CH2:21][CH2:20][NH:19][CH2:18][CH2:17]1)[C:10]1[CH:15]=[CH:14][CH:13]=[CH:12][CH:11]=1. The catalyst is [Pd]. The product is [CH2:9]([CH:16]1[CH2:21][CH2:20][N:19]([C:2]2[CH:7]=[CH:6][C:5]([Br:8])=[CH:4][N:3]=2)[CH2:18][CH2:17]1)[C:10]1[CH:15]=[CH:14][CH:13]=[CH:12][CH:11]=1. The yield is 0.880. (3) The catalyst is C1C=CC(P(C2C=CC=CC=2)[C-]2C=CC=C2)=CC=1.C1C=CC(P(C2C=CC=CC=2)[C-]2C=CC=C2)=CC=1.Cl[Pd]Cl.[Fe+2].COCCOC.O.CCO. The yield is 0.410. The reactants are Cl[C:2]1[NH:3][C:4](=[O:14])[C:5]2[CH:6]=[CH:7][CH:8]=[C:9]([C:12]#[N:13])[C:10]=2[CH:11]=1.CC1(C)C(C)(C)OB([C:23]2[CH:36]=[CH:35][C:26]([CH2:27][N:28]3[CH:32]=[CH:31][N:30]=[C:29]3[CH2:33][OH:34])=[CH:25][CH:24]=2)O1.C([O-])([O-])=O.[K+].[K+]. The product is [OH:34][CH2:33][C:29]1[N:28]([CH2:27][C:26]2[CH:35]=[CH:36][C:23]([C:2]3[NH:3][C:4](=[O:14])[C:5]4[CH:6]=[CH:7][CH:8]=[C:9]([C:12]#[N:13])[C:10]=4[CH:11]=3)=[CH:24][CH:25]=2)[CH:32]=[CH:31][N:30]=1. (4) The catalyst is OS(O)(=O)=O. The yield is 0.760. The reactants are [CH:1]1([C:6]2[CH:7]=[C:8]([CH2:17][CH2:18][C:19]([O:21][CH2:22][CH3:23])=[O:20])[CH:9]=[CH:10][C:11]=2[O:12][C:13]([O:15][CH3:16])=[O:14])[CH2:5][CH2:4][CH2:3][CH2:2]1.[N+:24]([O-])([O-:26])=[O:25].[K+]. The product is [CH:1]1([C:6]2[C:11]([O:12][C:13]([O:15][CH3:16])=[O:14])=[CH:10][C:9]([N+:24]([O-:26])=[O:25])=[C:8]([CH2:17][CH2:18][C:19]([O:21][CH2:22][CH3:23])=[O:20])[CH:7]=2)[CH2:2][CH2:3][CH2:4][CH2:5]1. (5) The reactants are CCN(C(C)C)C(C)C.Cl.Cl.[CH3:12][C@H:13]1[C:21]2[C:20]([N:22]3[CH2:27][CH2:26][NH:25][CH2:24][CH2:23]3)=[N:19][CH:18]=[N:17][C:16]=2[C:15]([CH3:29])([OH:28])[CH2:14]1.[C:30]([O:34][C:35]([N:37]([CH:50]([CH3:52])[CH3:51])[CH2:38][CH:39]([C:43]1[CH:48]=[CH:47][C:46]([Cl:49])=[CH:45][CH:44]=1)[C:40](O)=[O:41])=[O:36])([CH3:33])([CH3:32])[CH3:31]. The catalyst is C(Cl)Cl. The product is [Cl:49][C:46]1[CH:47]=[CH:48][C:43]([CH:39]([C:40]([N:25]2[CH2:24][CH2:23][N:22]([C:20]3[C:21]4[C@H:13]([CH3:12])[CH2:14][C:15]([OH:28])([CH3:29])[C:16]=4[N:17]=[CH:18][N:19]=3)[CH2:27][CH2:26]2)=[O:41])[CH2:38][N:37]([CH:50]([CH3:51])[CH3:52])[C:35](=[O:36])[O:34][C:30]([CH3:32])([CH3:31])[CH3:33])=[CH:44][CH:45]=1. The yield is 1.00. (6) The reactants are CC(C)([S@]([NH:6][C@H:7]([C:20]1[CH:25]=[CH:24][CH:23]=[CH:22][CH:21]=1)[C:8]1[CH:9]=[C:10]([P:14]([CH3:19])(=[O:18])[O:15][CH2:16][CH3:17])[CH:11]=[CH:12][CH:13]=1)=O)C. The catalyst is Cl.O1CCOCC1. The product is [NH2:6][C@H:7]([C:20]1[CH:21]=[CH:22][CH:23]=[CH:24][CH:25]=1)[C:8]1[CH:9]=[C:10]([P:14]([CH3:19])(=[O:18])[O:15][CH2:16][CH3:17])[CH:11]=[CH:12][CH:13]=1. The yield is 0.740. (7) The reactants are [NH2:1][C:2]1[N:10]=[CH:9][N:8]=[C:7]2[C:3]=1[N:4]=[CH:5][N:6]2[C@H:11]1[C@@H:15]2[O:16][C:17]([CH3:20])([CH3:19])[O:18][C@@H:14]2[C@@H:13]([CH2:21][OH:22])[O:12]1.[Br:23][C:24]1[CH:32]=[CH:31][C:27]([C:28](Cl)=[O:29])=[CH:26][CH:25]=1.O.N. The catalyst is N1C=CC=CC=1. The product is [Br:23][C:24]1[CH:32]=[CH:31][C:27]([C:28]([NH:1][C:2]2[N:10]=[CH:9][N:8]=[C:7]3[C:3]=2[N:4]=[CH:5][N:6]3[C@H:11]2[C@H:15]3[C@H:14]([O:18][C:17]([CH3:19])([CH3:20])[O:16]3)[C@@H:13]([CH2:21][OH:22])[O:12]2)=[O:29])=[CH:26][CH:25]=1. The yield is 0.490. (8) The yield is 0.540. The reactants are Br[CH2:2][C:3]1[C:11]2[O:10][C:9]([C:12]3[CH:17]=[CH:16][C:15]([OH:18])=[CH:14][CH:13]=3)=[CH:8][C:7]=2[CH:6]=[C:5]([OH:19])[CH:4]=1.[CH3:20][S-:21].[Na+]. The product is [OH:18][C:15]1[CH:16]=[CH:17][C:12]([C:9]2[O:10][C:11]3[C:3]([CH2:2][S:21][CH3:20])=[CH:4][C:5]([OH:19])=[CH:6][C:7]=3[CH:8]=2)=[CH:13][CH:14]=1. The catalyst is CO.